From a dataset of Forward reaction prediction with 1.9M reactions from USPTO patents (1976-2016). Predict the product of the given reaction. (1) The product is: [CH:12]1([O:11][C:8]2[CH:9]=[N:10][C:5]3[N:6]([C:2]([S:18][C:19]4[CH:33]=[CH:32][C:22]5[N:23]=[C:24]([NH:37][C:61]([CH:60]6[CH2:58][CH2:59]6)=[O:62])[S:25][C:21]=5[CH:20]=4)=[CH:3][N:4]=3)[CH:7]=2)[CH2:17][CH2:16][CH2:15][CH2:14][CH2:13]1. Given the reactants Br[C:2]1[N:6]2[CH:7]=[C:8]([O:11][CH:12]3[CH2:17][CH2:16][CH2:15][CH2:14][CH2:13]3)[CH:9]=[N:10][C:5]2=[N:4][CH:3]=1.[SH:18][C:19]1[CH:33]=[CH:32][C:22]2[N:23]=[C:24](C3(C(N)=O)CC3)[S:25][C:21]=2[CH:20]=1.C([N:37](CC)C(C)C)(C)C.C1(P(C2C=CC=CC=2)C2C3[O:62][C:61]4C(=C[CH:58]=[CH:59][C:60]=4P(C4C=CC=CC=4)C4C=CC=CC=4)C(C)(C)C=3C=CC=2)C=CC=CC=1, predict the reaction product. (2) The product is: [F:1][C:2]1[CH:3]=[CH:4][C:5]([OH:10])=[C:6](/[CH:7]=[C:24]2/[C:22](=[O:23])[N:21]=[C:19]([N:15]3[CH2:16][CH2:17][N:12]([CH3:11])[CH2:13][CH2:14]3)[S:18]/2)[CH:9]=1. Given the reactants [F:1][C:2]1[CH:3]=[CH:4][C:5]([OH:10])=[C:6]([CH:9]=1)[CH:7]=O.[CH3:11][N:12]1[CH2:17][CH2:16][NH:15][CH2:14][CH2:13]1.[S:18]1[CH2:24][C:22](=[O:23])[NH:21][C:19]1=S, predict the reaction product. (3) Given the reactants [CH3:1][O:2][NH:3][CH:4]([CH3:10])[CH:5]([O:8][CH3:9])[O:6][CH3:7].C[Si]([N:15]=[C:16]=[O:17])(C)C.C(Cl)Cl.O, predict the reaction product. The product is: [CH3:7][O:6][CH:5]([O:8][CH3:9])[CH:4]([N:3]([O:2][CH3:1])[C:16]([NH2:15])=[O:17])[CH3:10]. (4) Given the reactants [CH3:1][S:2]([C:5]1[CH:14]=[CH:13][C:12]2[C:7](=[CH:8][CH:9]=[C:10]([C:15](OC)=[O:16])[CH:11]=2)[N:6]=1)(=[O:4])=[O:3], predict the reaction product. The product is: [CH3:1][S:2]([C:5]1[CH:14]=[CH:13][C:12]2[C:7](=[CH:8][CH:9]=[C:10]([CH2:15][OH:16])[CH:11]=2)[N:6]=1)(=[O:4])=[O:3].